This data is from NCI-60 drug combinations with 297,098 pairs across 59 cell lines. The task is: Regression. Given two drug SMILES strings and cell line genomic features, predict the synergy score measuring deviation from expected non-interaction effect. (1) Drug 1: C1C(C(OC1N2C=C(C(=O)NC2=O)F)CO)O. Drug 2: CC1=C2C(C(=O)C3(C(CC4C(C3C(C(C2(C)C)(CC1OC(=O)C(C(C5=CC=CC=C5)NC(=O)OC(C)(C)C)O)O)OC(=O)C6=CC=CC=C6)(CO4)OC(=O)C)O)C)O. Cell line: HCT116. Synergy scores: CSS=10.3, Synergy_ZIP=-2.98, Synergy_Bliss=-1.10, Synergy_Loewe=-15.2, Synergy_HSA=-3.30. (2) Drug 2: CCCCCOC(=O)NC1=NC(=O)N(C=C1F)C2C(C(C(O2)C)O)O. Synergy scores: CSS=20.9, Synergy_ZIP=-7.26, Synergy_Bliss=-2.92, Synergy_Loewe=-6.93, Synergy_HSA=-0.587. Drug 1: CC1OCC2C(O1)C(C(C(O2)OC3C4COC(=O)C4C(C5=CC6=C(C=C35)OCO6)C7=CC(=C(C(=C7)OC)O)OC)O)O. Cell line: RXF 393. (3) Drug 1: CC1=CC2C(CCC3(C2CCC3(C(=O)C)OC(=O)C)C)C4(C1=CC(=O)CC4)C. Drug 2: C1=NC2=C(N=C(N=C2N1C3C(C(C(O3)CO)O)O)F)N. Cell line: SNB-75. Synergy scores: CSS=-6.48, Synergy_ZIP=8.97, Synergy_Bliss=-0.585, Synergy_Loewe=-6.80, Synergy_HSA=-6.07. (4) Drug 1: C1=CC(=CC=C1CCCC(=O)O)N(CCCl)CCCl. Drug 2: CC(C1=C(C=CC(=C1Cl)F)Cl)OC2=C(N=CC(=C2)C3=CN(N=C3)C4CCNCC4)N. Cell line: OVCAR-4. Synergy scores: CSS=-8.10, Synergy_ZIP=0.395, Synergy_Bliss=-7.54, Synergy_Loewe=-8.70, Synergy_HSA=-9.05.